From a dataset of Catalyst prediction with 721,799 reactions and 888 catalyst types from USPTO. Predict which catalyst facilitates the given reaction. Product: [Cl:1][C:2]1[CH:3]=[CH:4][C:5]([O:27][CH2:28][CH:29]([CH3:30])[CH3:31])=[C:6]([CH2:8][N:9]2[C:13]([CH3:14])=[CH:12][C:11]([C:15]([NH:32][C:33]3[N:34]=[CH:35][C:36]([C:37]([O:39][CH3:40])=[O:38])=[CH:41][CH:42]=3)=[O:17])=[N:10]2)[CH:7]=1. The catalyst class is: 119. Reactant: [Cl:1][C:2]1[CH:3]=[CH:4][C:5]([O:27][CH2:28][CH:29]([CH3:31])[CH3:30])=[C:6]([CH2:8][N:9]2[C:13]([CH3:14])=[CH:12][C:11]([C:15]([O:17]N3C4C=CC=CC=4N=N3)=O)=[N:10]2)[CH:7]=1.[NH2:32][C:33]1[CH:42]=[CH:41][C:36]([C:37]([O:39][CH3:40])=[O:38])=[CH:35][N:34]=1.